Dataset: Catalyst prediction with 721,799 reactions and 888 catalyst types from USPTO. Task: Predict which catalyst facilitates the given reaction. Reactant: [H-].C([Al+]CC(C)C)C(C)C.CCCCCC.[CH3:17][O:18][C:19]([C:21]1[CH:26]=[C:25]([CH3:27])[CH:24]=[C:23]([C:28](OC)=[O:29])[CH:22]=1)=[O:20].[Cl-].[NH4+]. Product: [OH:29][CH2:28][C:23]1[CH:22]=[C:21]([CH:26]=[C:25]([CH3:27])[CH:24]=1)[C:19]([O:18][CH3:17])=[O:20]. The catalyst class is: 7.